Dataset: Full USPTO retrosynthesis dataset with 1.9M reactions from patents (1976-2016). Task: Predict the reactants needed to synthesize the given product. The reactants are: [NH2:1][C:2]1[CH:7]=[CH:6][C:5]([OH:8])=[C:4]([F:9])[CH:3]=1.[CH3:10][N:11]1[C:15](=O)[CH2:14][CH2:13][CH2:12]1.FC1C=CC=CN=1. Given the product [F:9][C:4]1[CH:3]=[C:2]([NH:1][C:12]2[CH:13]=[CH:14][CH:15]=[CH:10][N:11]=2)[CH:7]=[CH:6][C:5]=1[OH:8], predict the reactants needed to synthesize it.